Dataset: Forward reaction prediction with 1.9M reactions from USPTO patents (1976-2016). Task: Predict the product of the given reaction. (1) Given the reactants C(O)(=[O:3])C.[CH:5]1[C:18]2[S:17][C:16]3[C:11](=[CH:12][CH:13]=[CH:14][CH:15]=3)[O:10][C:9]=2[CH:8]=[CH:7][CH:6]=1.OO, predict the reaction product. The product is: [CH:5]1[C:18]2[S:17](=[O:3])[C:16]3[C:11](=[CH:12][CH:13]=[CH:14][CH:15]=3)[O:10][C:9]=2[CH:8]=[CH:7][CH:6]=1. (2) Given the reactants [CH2:1]([C:3]1[N:4]([C@@H:16]([CH3:19])[CH2:17][OH:18])[C:5]2[C:14]3[CH:13]=[CH:12][CH:11]=[CH:10][C:9]=3[N:8]=[CH:7][C:6]=2[N:15]=1)[CH3:2].BrN1C(=O)CCC1=O.C(Cl)(Cl)Cl, predict the reaction product. The product is: [CH3:2][CH:1]1[C:3]2=[N:15][C:6]3[CH:7]=[N:8][C:9]4[C:14]([C:5]=3[N:4]2[C@@H:16]([CH3:19])[CH2:17][O:18]1)=[CH:13][CH:12]=[CH:11][CH:10]=4.